This data is from Catalyst prediction with 721,799 reactions and 888 catalyst types from USPTO. The task is: Predict which catalyst facilitates the given reaction. The catalyst class is: 233. Product: [Cl:1][C:2]1[CH:23]=[CH:22][C:5]([CH2:6][NH:7][C:8]([C:10]2[C:15](=[O:16])[N:14]3[CH:17]=[C:18]([C:33]#[C:32][CH2:31][OH:34])[CH:19]=[CH:20][C:13]3=[N:12][CH:11]=2)=[O:9])=[CH:4][CH:3]=1. Reactant: [Cl:1][C:2]1[CH:23]=[CH:22][C:5]([CH2:6][NH:7][C:8]([C:10]2[C:15](=[O:16])[N:14]3[CH:17]=[C:18](I)[CH:19]=[CH:20][C:13]3=[N:12][CH:11]=2)=[O:9])=[CH:4][CH:3]=1.CCN(CC)CC.[CH2:31]([OH:34])[C:32]#[CH:33].